Predict the reaction yield, written as a fraction of the theoretical maximum amount of product (1.0 means a 100% yield; for example, 0.34 means a 34% yield). From a dataset of Reaction yield outcomes from USPTO patents with 853,638 reactions. (1) The catalyst is C1(C)C=CC=CC=1.C(OCC)(=O)C.[Pd].C1(P(C2C=CC=CC=2)C2C=CC=CC=2)C=CC=CC=1.C1(P(C2C=CC=CC=2)C2C=CC=CC=2)C=CC=CC=1.C1(P(C2C=CC=CC=2)C2C=CC=CC=2)C=CC=CC=1.C1(P(C2C=CC=CC=2)C2C=CC=CC=2)C=CC=CC=1. The product is [CH3:13][O:12][CH2:11][O:10][C:9]1[CH:8]=[CH:7][C:4]([CH:5]=[O:6])=[CH:3][C:2]=1[CH:14]=[CH2:15]. The reactants are Br[C:2]1[CH:3]=[C:4]([CH:7]=[CH:8][C:9]=1[O:10][CH2:11][O:12][CH3:13])[CH:5]=[O:6].[CH:14]([Sn](CCCC)(CCCC)CCCC)=[CH2:15].[F-].[K+]. The yield is 0.565. (2) The reactants are [CH2:1]([O:8][C:9]1[CH:14]=[CH:13][C:12]([OH:15])=[CH:11][CH:10]=1)[C:2]1[CH:7]=[CH:6][CH:5]=[CH:4][CH:3]=1.[Br:16][CH:17](Br)[CH3:18].C([O-])([O-])=O.[K+].[K+]. The product is [CH2:1]([O:8][C:9]1[CH:10]=[CH:11][C:12]([O:15][CH2:18][CH2:17][Br:16])=[CH:13][CH:14]=1)[C:2]1[CH:3]=[CH:4][CH:5]=[CH:6][CH:7]=1. The yield is 0.630. The catalyst is CC#N.CC(C)=O. (3) The reactants are [H-].[Na+].C(OP([CH2:11][C:12]([O:14][CH2:15][CH3:16])=[O:13])(OCC)=O)C.[N+:17]([C:20]1[CH:21]=[C:22]([C:36](=O)[CH3:37])[CH:23]=[CH:24][C:25]=1[O:26][CH:27]([C:30]1[CH:35]=[CH:34][CH:33]=[CH:32][CH:31]=1)[CH2:28][CH3:29])([O-:19])=[O:18]. The catalyst is C1COCC1. The product is [N+:17]([C:20]1[CH:21]=[C:22]([C:36]([CH3:37])=[CH:11][C:12]([O:14][CH2:15][CH3:16])=[O:13])[CH:23]=[CH:24][C:25]=1[O:26][CH:27]([C:30]1[CH:31]=[CH:32][CH:33]=[CH:34][CH:35]=1)[CH2:28][CH3:29])([O-:19])=[O:18]. The yield is 0.780. (4) The reactants are CNCCNC.[Cl:7][C:8]1[C:12]([NH:13][C:14](=[O:24])[CH2:15][CH2:16][S:17][CH2:18][CH2:19][C:20]([F:23])([F:22])[F:21])=[CH:11][NH:10][N:9]=1.C(=O)([O-])[O-].[K+].[K+].Br[C:32]1[CH:33]=[N:34][CH:35]=[CH:36][CH:37]=1. The catalyst is [Cu]I.C(#N)C. The product is [Cl:7][C:8]1[C:12]([NH:13][C:14](=[O:24])[CH2:15][CH2:16][S:17][CH2:18][CH2:19][C:20]([F:21])([F:22])[F:23])=[CH:11][N:10]([C:32]2[CH:33]=[N:34][CH:35]=[CH:36][CH:37]=2)[N:9]=1. The yield is 0.530. (5) The reactants are Br[C:2]1[C:3]([CH3:10])=[CH:4][C:5]([F:9])=[C:6]([CH:8]=1)[NH2:7].[B:11]1([B:11]2[O:15][C:14]([CH3:17])([CH3:16])[C:13]([CH3:19])([CH3:18])[O:12]2)[O:15][C:14]([CH3:17])([CH3:16])[C:13]([CH3:19])([CH3:18])[O:12]1.C([O-])(=O)C.[K+]. The catalyst is O1CCOCC1. The product is [F:9][C:5]1[CH:4]=[C:3]([CH3:10])[C:2]([B:11]2[O:15][C:14]([CH3:17])([CH3:16])[C:13]([CH3:19])([CH3:18])[O:12]2)=[CH:8][C:6]=1[NH2:7]. The yield is 0.850.